Dataset: Catalyst prediction with 721,799 reactions and 888 catalyst types from USPTO. Task: Predict which catalyst facilitates the given reaction. (1) Reactant: [F:1][C:2]1[CH:7]=[CH:6][C:5]([CH2:8][CH2:9][N:10]([CH3:25])[S:11]([C:14]2[C:15]3[CH2:22][CH2:21][CH:20](Br)[C:19](=[O:24])[C:16]=3[S:17][CH:18]=2)(=[O:13])=[O:12])=[CH:4][CH:3]=1.[C:26]([O-:29])(=[O:28])[CH3:27].[K+]. Product: [F:1][C:2]1[CH:7]=[CH:6][C:5]([CH2:8][CH2:9][N:10]([CH3:25])[S:11]([C:14]2[C:15]3[CH2:22][CH2:21][CH:20]([O:29][C:26](=[O:28])[CH3:27])[C:19](=[O:24])[C:16]=3[S:17][CH:18]=2)(=[O:13])=[O:12])=[CH:4][CH:3]=1. The catalyst class is: 16. (2) Reactant: [OH:1][CH2:2][CH2:3][CH:4]1[O:8][C:7](=[O:9])[C:6]([CH3:11])([CH3:10])[CH2:5]1.[CH2:12]([C:15]1(C(O)=O)CCCCC1)[CH:13]=C.CC(C)(CC=C)C(OC)=O. Product: [OH:1][CH2:2][CH2:3][CH:4]1[CH2:5][C:6]2([CH2:11][CH2:15][CH2:12][CH2:13][CH2:10]2)[C:7](=[O:9])[O:8]1. The catalyst class is: 195. (3) Reactant: [O:1]1[CH:5]=[CH:4][CH:3]=[C:2]1[C:6]1[O:7][C:8]([CH3:46])=[C:9]([CH2:11][O:12][C:13]2[CH:43]=[CH:42][C:16]([CH2:17][O:18][C:19]3[C:23](/[CH:24]=[CH:25]/[C:26]4[S:27][CH:28]=[C:29]([C:31]([O:33]CC)=[O:32])[N:30]=4)=[CH:22][N:21]([C:36]4[CH:41]=[CH:40][CH:39]=[CH:38][CH:37]=4)[N:20]=3)=[CH:15][C:14]=2[O:44][CH3:45])[N:10]=1.O1CCCC1.[OH-].[Na+].Cl. Product: [O:1]1[CH:5]=[CH:4][CH:3]=[C:2]1[C:6]1[O:7][C:8]([CH3:46])=[C:9]([CH2:11][O:12][C:13]2[CH:43]=[CH:42][C:16]([CH2:17][O:18][C:19]3[C:23](/[CH:24]=[CH:25]/[C:26]4[S:27][CH:28]=[C:29]([C:31]([OH:33])=[O:32])[N:30]=4)=[CH:22][N:21]([C:36]4[CH:37]=[CH:38][CH:39]=[CH:40][CH:41]=4)[N:20]=3)=[CH:15][C:14]=2[O:44][CH3:45])[N:10]=1. The catalyst class is: 97. (4) Reactant: [N+:1]([C:4]1[CH:5]=[CH:6][C:7]([O:25][CH2:26][C:27]2[CH:31]=[CH:30][O:29][CH:28]=2)=[C:8]([C:10]2[O:11][C:12]3[CH:18]=[CH:17][C:16]([C:19]4[CH:24]=[CH:23][CH:22]=[CH:21][CH:20]=4)=[CH:15][C:13]=3[N:14]=2)[CH:9]=1)([O-])=O. Product: [NH2:1][C:4]1[CH:5]=[CH:6][C:7]([O:25][CH2:26][C:27]2[CH:31]=[CH:30][O:29][CH:28]=2)=[C:8]([C:10]2[O:11][C:12]3[CH:18]=[CH:17][C:16]([C:19]4[CH:20]=[CH:21][CH:22]=[CH:23][CH:24]=4)=[CH:15][C:13]=3[N:14]=2)[CH:9]=1. The catalyst class is: 401. (5) Reactant: [C:1]([C:3]1[CH:8]=[CH:7][C:6]([NH:9][NH2:10])=[CH:5][CH:4]=1)#[N:2].[C:11]([CH2:19][C:20](=O)[CH3:21])(=O)[C:12]1[CH:17]=[CH:16][CH:15]=[CH:14][CH:13]=1.C(N(CC)CC)C. Product: [CH3:21][C:20]1[CH:19]=[C:11]([C:12]2[CH:17]=[CH:16][CH:15]=[CH:14][CH:13]=2)[N:9]([C:6]2[CH:7]=[CH:8][C:3]([C:1]#[N:2])=[CH:4][CH:5]=2)[N:10]=1. The catalyst class is: 5. (6) Reactant: Br[C:2]1[CH:3]=[CH:4][CH:5]=[C:6]2[C:11]=1[N:10]=[CH:9][CH:8]=[CH:7]2.O.C1N(COCCO)[C:16]2NC(N)=N[C:26](=O)[C:15]=2N=1.[C:29]([O-])([O-])=O.[K+].[K+].O1[CH2:40][CH2:39]OCC1. The catalyst class is: 518. Product: [C:16]1([C:2]2[CH:3]=[CH:4][CH:5]=[C:6]3[C:11]=2[N:10]=[CH:9][CH:8]=[CH:7]3)[CH:15]=[CH:26][CH:40]=[CH:39][CH:29]=1. (7) Reactant: Cl[C:2]1[CH:7]=[C:6]([C:8]2[CH:13]=[CH:12][N:11]=[C:10]([O:14][CH3:15])[CH:9]=2)[N:5]=[C:4]2[N:16]([CH3:19])[N:17]=[CH:18][C:3]=12.[CH3:20][S:21]([C:24]1[CH:29]=[CH:28][C:27]([OH:30])=[CH:26][CH:25]=1)(=[O:23])=[O:22].C(=O)([O-])[O-].[K+].[K+]. Product: [CH3:15][O:14][C:10]1[CH:9]=[C:8]([C:6]2[N:5]=[C:4]3[N:16]([CH3:19])[N:17]=[CH:18][C:3]3=[C:2]([O:30][C:27]3[CH:26]=[CH:25][C:24]([S:21]([CH3:20])(=[O:23])=[O:22])=[CH:29][CH:28]=3)[CH:7]=2)[CH:13]=[CH:12][N:11]=1. The catalyst class is: 3. (8) Reactant: [Cl:1][C:2]1[CH:3]=[C:4]2[N:11](COCC[Si](C)(C)C)[C:10]([O:20][C@H:21]3[CH2:30][O:29][C@H:28]4[C@@H:23]([O:24]C(C5C=CC=CC=5)[O:26][CH2:27]4)[CH2:22]3)=[N:9][C:5]2=[N:6][C:7]=1[I:8].C(O)=O.S([O-])(O)(=O)=O.[K+].[OH-].[Na+]. Product: [Cl:1][C:2]1[CH:3]=[C:4]2[NH:11][C:10]([O:20][C@H:21]3[CH2:30][O:29][C@H:28]([CH2:27][OH:26])[C@@H:23]([OH:24])[CH2:22]3)=[N:9][C:5]2=[N:6][C:7]=1[I:8]. The catalyst class is: 25. (9) The catalyst class is: 650. Product: [CH3:52][O:53][C:54](=[O:60])[CH2:55][CH2:56][CH2:57][CH2:58][NH:59][C:16](=[O:17])[C:15]1[CH:19]=[CH:20][CH:21]=[C:13]([CH:12]=[C:5]2[C:4]3[C:8](=[CH:9][CH:10]=[C:2]([F:1])[CH:3]=3)[NH:7][C:6]2=[O:11])[CH:14]=1. Reactant: [F:1][C:2]1[CH:3]=[C:4]2[C:8](=[CH:9][CH:10]=1)[NH:7][C:6](=[O:11])[C:5]2=[CH:12][C:13]1[CH:14]=[C:15]([CH:19]=[CH:20][CH:21]=1)[C:16](O)=[O:17].Cl.C(N=C=NCCCN(C)C)C.OC1C2N=NNC=2C=CC=1.C(N(CC)CC)C.Cl.[CH3:52][O:53][C:54](=[O:60])[CH2:55][CH2:56][CH2:57][CH2:58][NH2:59].